This data is from Forward reaction prediction with 1.9M reactions from USPTO patents (1976-2016). The task is: Predict the product of the given reaction. (1) Given the reactants [CH2:1]([C@@:3]12[CH2:28][CH2:27][C@@:26]([C:30]([F:33])([F:32])[F:31])([OH:29])[CH2:25][C@H:4]1[CH2:5][CH2:6][CH2:7][C:8]1[C:9]2=[CH:10][C:11]2[CH:12]=[N:13][N:14]([C:17]3[CH:22]=[CH:21][C:20]([S:23][CH3:24])=[CH:19][CH:18]=3)[C:15]=2[CH:16]=1)[CH3:2].[OH2:34].ClC1C=C(C=CC=1)C(OO)=[O:40], predict the reaction product. The product is: [CH2:1]([C@@:3]12[CH2:28][CH2:27][C@@:26]([C:30]([F:33])([F:32])[F:31])([OH:29])[CH2:25][C@H:4]1[CH2:5][CH2:6][CH2:7][C:8]1[C:9]2=[CH:10][C:11]2[CH:12]=[N:13][N:14]([C:17]3[CH:18]=[CH:19][C:20]([S:23]([CH3:24])(=[O:40])=[O:34])=[CH:21][CH:22]=3)[C:15]=2[CH:16]=1)[CH3:2]. (2) Given the reactants Br[C:2]1[CH:3]([CH2:7][CH2:8][OH:9])[CH2:4][CH2:5][CH:6]=1.C([O-])([O-])=O.[Na+].[Na+].[F:16][C:17]1[CH:22]=[CH:21][CH:20]=[CH:19][C:18]=1B(O)O, predict the reaction product. The product is: [F:16][C:17]1[CH:22]=[CH:21][CH:20]=[CH:19][C:18]=1[C:2]1[CH:3]([CH2:7][CH2:8][OH:9])[CH2:4][CH2:5][CH:6]=1.